This data is from Forward reaction prediction with 1.9M reactions from USPTO patents (1976-2016). The task is: Predict the product of the given reaction. (1) Given the reactants CC1C=NC2C(C=1C)=CC=C1C=2N=CC(C)=C1C.[CH:19]1([N:23]2[CH2:29][CH2:28][CH2:27][N:26]([C:30]([N:32]3[CH2:35][CH:34]([OH:36])[CH2:33]3)=[O:31])[CH2:25][CH2:24]2)[CH2:22][CH2:21][CH2:20]1.Br[C:38]1[CH:39]=[C:40]2[C:45](=[CH:46][CH:47]=1)[N:44]=[C:43]([CH3:48])[CH:42]=[CH:41]2, predict the reaction product. The product is: [CH:19]1([N:23]2[CH2:29][CH2:28][CH2:27][N:26]([C:30]([N:32]3[CH2:33][CH:34]([O:36][C:38]4[CH:39]=[C:40]5[C:45](=[CH:46][CH:47]=4)[N:44]=[C:43]([CH3:48])[CH:42]=[CH:41]5)[CH2:35]3)=[O:31])[CH2:25][CH2:24]2)[CH2:22][CH2:21][CH2:20]1. (2) Given the reactants [CH3:1][C:2]1[C:3]([NH2:8])=[N:4][CH:5]=[CH:6][CH:7]=1.[ClH:9].[H][H], predict the reaction product. The product is: [ClH:9].[CH3:1][CH:2]1[CH2:7][CH2:6][CH2:5][NH:4][C:3]1=[NH:8]. (3) Given the reactants Cl.[CH3:2][O:3][C:4]1[CH:5]=[C:6]([C:12]2[C:13]([CH3:25])([CH3:24])[C:14](=[O:23])[N:15]([CH:17]3[CH2:22][CH2:21][NH:20][CH2:19][CH2:18]3)[N:16]=2)[CH:7]=[CH:8][C:9]=1[O:10][CH3:11].[N:26]1[C:35]2[CH:34]=[CH:33][N:32]=[C:31]([C:36](O)=[O:37])[C:30]=2[CH:29]=[CH:28][CH:27]=1, predict the reaction product. The product is: [CH3:2][O:3][C:4]1[CH:5]=[C:6]([C:12]2[C:13]([CH3:25])([CH3:24])[C:14](=[O:23])[N:15]([CH:17]3[CH2:22][CH2:21][N:20]([C:36]([C:31]4[N:32]=[CH:33][CH:34]=[C:35]5[C:30]=4[CH:29]=[CH:28][CH:27]=[N:26]5)=[O:37])[CH2:19][CH2:18]3)[N:16]=2)[CH:7]=[CH:8][C:9]=1[O:10][CH3:11]. (4) Given the reactants [NH2:1][C:2]1[CH:24]=[CH:23][C:5]([CH2:6][C:7]2[C:15]3[C:10](=[CH:11][CH:12]=[CH:13][CH:14]=3)[N:9]([CH2:16][C:17]([O:19][CH2:20][CH3:21])=[O:18])[C:8]=2[CH3:22])=[CH:4][CH:3]=1.C(N(CC)CC)C.[Cl:32][C:33]1[CH:34]=[C:35]([CH:39]=[CH:40][C:41]=1[Cl:42])[C:36](Cl)=[O:37], predict the reaction product. The product is: [Cl:32][C:33]1[CH:34]=[C:35]([CH:39]=[CH:40][C:41]=1[Cl:42])[C:36]([NH:1][C:2]1[CH:3]=[CH:4][C:5]([CH2:6][C:7]2[C:15]3[C:10](=[CH:11][CH:12]=[CH:13][CH:14]=3)[N:9]([CH2:16][C:17]([O:19][CH2:20][CH3:21])=[O:18])[C:8]=2[CH3:22])=[CH:23][CH:24]=1)=[O:37]. (5) Given the reactants [Si:1]([O:8][N:9]=[C:10]1[C:18]2[C:13](=[CH:14][C:15]([NH:19][C:20]3[C:28]4[C:23](=[CH:24][N:25]=[CH:26][CH:27]=4)[O:22][C:21]=3[C:29]3[N:34]=[CH:33][C:32]([CH:35]=O)=[CH:31][N:30]=3)=[CH:16][CH:17]=2)[CH2:12][CH2:11]1)([C:4]([CH3:7])([CH3:6])[CH3:5])([CH3:3])[CH3:2].[CH3:37][N:38]1[CH2:43][CH2:42][NH:41][CH2:40][CH2:39]1.[BH-](OC(C)=O)(OC(C)=O)OC(C)=O.[Na+], predict the reaction product. The product is: [Si:1]([O:8][N:9]=[C:10]1[C:18]2[C:13](=[CH:14][C:15]([NH:19][C:20]3[C:28]4[C:23](=[CH:24][N:25]=[CH:26][CH:27]=4)[O:22][C:21]=3[C:29]3[N:30]=[CH:31][C:32]([CH2:35][N:41]4[CH2:42][CH2:43][N:38]([CH3:37])[CH2:39][CH2:40]4)=[CH:33][N:34]=3)=[CH:16][CH:17]=2)[CH2:12][CH2:11]1)([C:4]([CH3:7])([CH3:6])[CH3:5])([CH3:3])[CH3:2]. (6) Given the reactants [ClH:1].C(OC([NH:9][C@@H:10]([C@@H:46]([CH3:49])[CH2:47][CH3:48])[C:11]([N:13]([C@@H:15]([CH:43]([CH3:45])[CH3:44])[CH2:16][C@H:17]([C:19]1[S:20][CH:21]=[C:22]([C:24]([NH:26][C@@H:27]([CH2:36][C:37]2[CH:42]=[CH:41][CH:40]=[CH:39][CH:38]=2)[CH2:28][C@H:29]([CH3:35])[C:30]([O:32][CH2:33][CH3:34])=[O:31])=[O:25])[N:23]=1)[OH:18])[CH3:14])=[O:12])=O)(C)(C)C, predict the reaction product. The product is: [ClH:1].[NH2:9][C@@H:10]([C@@H:46]([CH3:49])[CH2:47][CH3:48])[C:11]([N:13]([C@@H:15]([CH:43]([CH3:45])[CH3:44])[CH2:16][C@H:17]([C:19]1[S:20][CH:21]=[C:22]([C:24]([NH:26][C@@H:27]([CH2:36][C:37]2[CH:38]=[CH:39][CH:40]=[CH:41][CH:42]=2)[CH2:28][C@H:29]([CH3:35])[C:30]([O:32][CH2:33][CH3:34])=[O:31])=[O:25])[N:23]=1)[OH:18])[CH3:14])=[O:12]. (7) Given the reactants C([O-])([O-])=O.[K+].[K+].Br[CH2:8][C:9]([O:11][C:12]([CH3:15])([CH3:14])[CH3:13])=[O:10].[C:16]([O:20][C:21](=[O:42])[CH2:22][NH:23][S:24]([C:27]1[CH:36]=[C:35]2[C:30]([C:31]([Cl:41])=[CH:32][N:33]=[C:34]2[NH:37][C:38]([NH2:40])=[NH:39])=[CH:29][CH:28]=1)(=[O:26])=[O:25])([CH3:19])([CH3:18])[CH3:17], predict the reaction product. The product is: [C:12]([O:11][C:9](=[O:10])[CH2:8][N:23]([CH2:22][C:21]([O:20][C:16]([CH3:19])([CH3:18])[CH3:17])=[O:42])[S:24]([C:27]1[CH:36]=[C:35]2[C:30]([C:31]([Cl:41])=[CH:32][N:33]=[C:34]2[NH:37][C:38]([NH2:40])=[NH:39])=[CH:29][CH:28]=1)(=[O:25])=[O:26])([CH3:15])([CH3:14])[CH3:13].